Dataset: Forward reaction prediction with 1.9M reactions from USPTO patents (1976-2016). Task: Predict the product of the given reaction. (1) Given the reactants Cl[C:2]1[N:6]([CH3:7])[C:5]2[C:8]([CH:14]([CH2:17][CH3:18])[CH2:15][CH3:16])=[CH:9][CH:10]=[C:11]([O:12][CH3:13])[C:4]=2[N:3]=1.[Br:19][C:20]1[CH:25]=[C:24]([F:26])[C:23]([OH:27])=[C:22]([Cl:28])[CH:21]=1.C(=O)([O-])[O-].[K+].[K+].CN(C)C=O, predict the reaction product. The product is: [Br:19][C:20]1[CH:25]=[C:24]([F:26])[C:23]([O:27][C:2]2[N:6]([CH3:7])[C:5]3[C:8]([CH:14]([CH2:17][CH3:18])[CH2:15][CH3:16])=[CH:9][CH:10]=[C:11]([O:12][CH3:13])[C:4]=3[N:3]=2)=[C:22]([Cl:28])[CH:21]=1. (2) Given the reactants [OH:1][C:2]([CH2:4][CH2:5][CH2:6][CH2:7][C@H:8]1[C@@H:16]2[C@@H:11]([NH:12][C:13]([NH:15]2)=[O:14])[CH2:10][S:9]1)=[O:3].O[N:18]1[C:22](=[O:23])[CH2:21][CH2:20][C:19]1=[O:24].C(N(CC)CC)C.CN(C)CCCN=C=NCC, predict the reaction product. The product is: [O:24]=[C:19]1[CH2:20][CH2:21][C:22](=[O:23])[N:18]1[O:3][C:2](=[O:1])[CH2:4][CH2:5][CH2:6][CH2:7][CH:8]1[CH:16]2[CH:11]([NH:12][C:13](=[O:14])[NH:15]2)[CH2:10][S:9]1. (3) Given the reactants [CH3:1][C:2]1[O:3][CH:4]=[CH:5][CH:6]=1.C([Li])(C)(C)C.CCCCCC.C1COCC1.Br[C:24]1[S:28][C:27]([C:29]2[N:33]3[N:34]=[C:35]([CH3:43])[CH:36]=[C:37]([CH:38]([CH2:41][CH3:42])[CH2:39][CH3:40])[C:32]3=[N:31][C:30]=2[CH3:44])=[C:26]([CH3:45])[CH:25]=1, predict the reaction product. The product is: [CH2:39]([CH:38]([C:37]1[C:32]2[N:33]([C:29]([C:27]3[S:28][C:24]([C:4]4[O:3][C:2]([CH3:1])=[CH:6][CH:5]=4)=[CH:25][C:26]=3[CH3:45])=[C:30]([CH3:44])[N:31]=2)[N:34]=[C:35]([CH3:43])[CH:36]=1)[CH2:41][CH3:42])[CH3:40]. (4) Given the reactants [CH2:1]([O:3][C:4]([C:6]1[C:11](=[O:12])[N:10](CC2C=CC(OC)=CC=2)[C:9]2[CH:22]=[CH:23][S:24][C:8]=2[C:7]=1[Cl:25])=[O:5])[CH3:2], predict the reaction product. The product is: [CH2:1]([O:3][C:4]([C:6]1[C:11](=[O:12])[NH:10][C:9]2[CH:22]=[CH:23][S:24][C:8]=2[C:7]=1[Cl:25])=[O:5])[CH3:2]. (5) The product is: [CH3:39][S:40]([N:43]1[CH2:48][CH2:47][N:46]([C@@H:49]([CH2:54][NH:55][C:56](=[O:76])[C:57]2[CH:58]=[CH:59][C:60]([O:63][CH2:64][C:65]3[C:74]4[C:69](=[CH:70][CH:71]=[CH:72][CH:73]=4)[CH:75]=[CH:67][CH:66]=3)=[CH:61][CH:62]=2)[C:50]([O:52][CH3:53])=[O:51])[CH2:45][CH2:44]1)(=[O:41])=[O:42]. Given the reactants OC1C=CC(C(NC[C@H](N2CCN(S(C)(=O)=O)CC2)C(OC)=O)=O)=CC=1.BrCC1C2C(=CC=CC=2)C=CC=1.[CH3:39][S:40]([N:43]1[CH2:48][CH2:47][N:46]([C@@H:49]([CH2:54][NH:55][C:56](=[O:76])[C:57]2[CH:62]=[CH:61][C:60]([O:63][CH2:64][C:65]3[C:74]4[C:69](=[CH:70][CH:71]=[CH:72][CH:73]=4)N=[C:67]([CH3:75])[CH:66]=3)=[CH:59][CH:58]=2)[C:50]([O:52][CH3:53])=[O:51])[CH2:45][CH2:44]1)(=[O:42])=[O:41], predict the reaction product. (6) Given the reactants Br[C:2]1[CH:7]=[CH:6][CH:5]=[CH:4][C:3]=1[N+:8]([O-:10])=[O:9].C([O-])([O-])=O.[Cs+].[Cs+].[C:17]([O:21][C:22]([N:24]1[CH2:29][CH2:28][NH:27][CH:26]([CH3:30])[CH2:25]1)=[O:23])([CH3:20])([CH3:19])[CH3:18], predict the reaction product. The product is: [C:17]([O:21][C:22]([N:24]1[CH2:29][CH2:28][N:27]([C:2]2[CH:7]=[CH:6][CH:5]=[CH:4][C:3]=2[N+:8]([O-:10])=[O:9])[CH:26]([CH3:30])[CH2:25]1)=[O:23])([CH3:20])([CH3:18])[CH3:19]. (7) Given the reactants ClC1C=C([Mg]Br)C=CC=1.C(=S)=S.ClCC(O)=O.C(=O)(O)[O-].[Na+].Cl.[NH2:24][NH2:25].[Cl:26][C:27]1[CH:28]=[C:29]([C:33](OCC(O)=O)=[S:34])[CH:30]=[CH:31][CH:32]=1, predict the reaction product. The product is: [Cl:26][C:27]1[CH:28]=[C:29]([CH:30]=[CH:31][CH:32]=1)[C:33](=[S:34])[NH:24][NH2:25].